This data is from Reaction yield outcomes from USPTO patents with 853,638 reactions. The task is: Predict the reaction yield, written as a fraction of the theoretical maximum amount of product (1.0 means a 100% yield; for example, 0.34 means a 34% yield). The reactants are C([O:8][P:9]([CH2:19][C@@H:20]([CH2:25][C@@H:26]([F:31])[C:27]([O:29]C)=[O:28])[C:21]([O:23]C)=[O:22])([O:11]CC1C=CC=CC=1)=[O:10])C1C=CC=CC=1. The catalyst is O.FC(F)(F)C(O)=O. The product is [F:31][C@H:26]([CH2:25][C@H:20]([CH2:19][P:9]([OH:10])([OH:11])=[O:8])[C:21]([OH:23])=[O:22])[C:27]([OH:29])=[O:28]. The yield is 0.350.